From a dataset of Forward reaction prediction with 1.9M reactions from USPTO patents (1976-2016). Predict the product of the given reaction. (1) Given the reactants CO[C:3](=[O:21])[C:4]1[CH:9]=[C:8]([N:10]2[CH:14]=[CH:13][N:12]=[C:11]2[CH3:15])[C:7]([C:16]([F:19])([F:18])[F:17])=[CH:6][C:5]=1[NH2:20].ClC(Cl)(O[C:26](=[O:32])OC(Cl)(Cl)Cl)Cl.C(N(CC)CC)C.[CH3:41][S:42]([NH:45][NH2:46])(=[O:44])=[O:43].[OH-].[Na+], predict the reaction product. The product is: [CH3:15][C:11]1[N:10]([C:8]2[CH:9]=[C:4]3[C:5](=[CH:6][C:7]=2[C:16]([F:18])([F:17])[F:19])[NH:20][C:26](=[O:32])[N:46]([NH:45][S:42]([CH3:41])(=[O:44])=[O:43])[C:3]3=[O:21])[CH:14]=[CH:13][N:12]=1. (2) Given the reactants [C:1]([NH:4][C:5]1[S:20][C:8]2[CH2:9][N:10]([C:13]([O:15][C:16]([CH3:19])([CH3:18])[CH3:17])=[O:14])[CH2:11][CH2:12][C:7]=2[C:6]=1C(O)=O)(=[O:3])[CH3:2], predict the reaction product. The product is: [C:1]([NH:4][C:5]1[S:20][C:8]2[CH2:9][N:10]([C:13]([O:15][C:16]([CH3:19])([CH3:18])[CH3:17])=[O:14])[CH2:11][CH2:12][C:7]=2[CH:6]=1)(=[O:3])[CH3:2]. (3) Given the reactants Br[C:2]1[S:3][C:4]2[CH:10]=[CH:9][CH:8]=[C:7]([O:11][C:12]3[CH:17]=[C:16]([C:18]4[CH:23]=[CH:22][C:21]([C:24]([F:27])([F:26])[F:25])=[CH:20][CH:19]=4)[N:15]=[CH:14][N:13]=3)[C:5]=2[N:6]=1.[CH2:28]([CH2:30][NH2:31])[OH:29], predict the reaction product. The product is: [F:25][C:24]([F:27])([F:26])[C:21]1[CH:22]=[CH:23][C:18]([C:16]2[N:15]=[CH:14][N:13]=[C:12]([O:11][C:7]3[C:5]4[N:6]=[C:2]([NH:31][CH2:30][CH2:28][OH:29])[S:3][C:4]=4[CH:10]=[CH:9][CH:8]=3)[CH:17]=2)=[CH:19][CH:20]=1. (4) Given the reactants Cl[C:2]1[CH:7]=[C:6]([CH:8]2[CH2:10][CH2:9]2)[N:5]=[C:4]([C:11]2[CH:16]=[CH:15][CH:14]=[C:13]([Cl:17])[CH:12]=2)[N:3]=1.CC1(C)C(C)(C)OB([CH2:26][C:27]2[CH:32]=[CH:31][C:30]([CH2:33][C:34]([O:36][CH3:37])=[O:35])=[CH:29][CH:28]=2)O1.C([O-])([O-])=O.[Na+].[Na+].[Cl-], predict the reaction product. The product is: [Cl:17][C:13]1[CH:12]=[C:11]([C:4]2[N:3]=[C:2]([CH2:26][C:27]3[CH:28]=[CH:29][C:30]([CH2:33][C:34]([O:36][CH3:37])=[O:35])=[CH:31][CH:32]=3)[CH:7]=[C:6]([CH:8]3[CH2:10][CH2:9]3)[N:5]=2)[CH:16]=[CH:15][CH:14]=1.